Dataset: Forward reaction prediction with 1.9M reactions from USPTO patents (1976-2016). Task: Predict the product of the given reaction. (1) Given the reactants [CH2:1]([O:3][C:4](=[O:16])[CH2:5][CH2:6][C:7]1[CH:12]=[CH:11][C:10]([OH:13])=[CH:9][C:8]=1[O:14][CH3:15])[CH3:2].Cl[CH2:18][C:19]1[C:20]([CH3:35])=[N:21][C:22]([C:25]2[CH:30]=[CH:29][C:28]([C:31]([F:34])([F:33])[F:32])=[CH:27][CH:26]=2)=[CH:23][CH:24]=1, predict the reaction product. The product is: [CH2:1]([O:3][C:4](=[O:16])[CH2:5][CH2:6][C:7]1[CH:12]=[CH:11][C:10]([O:13][CH2:18][C:19]2[C:20]([CH3:35])=[N:21][C:22]([C:25]3[CH:26]=[CH:27][C:28]([C:31]([F:34])([F:32])[F:33])=[CH:29][CH:30]=3)=[CH:23][CH:24]=2)=[CH:9][C:8]=1[O:14][CH3:15])[CH3:2]. (2) Given the reactants O=C1C2(C3C(=CC4OCCOC=4C=3)OC2)C2C(=CC=CC=2)N1C[C:24]1[C:29]([C:30]([OH:32])=O)=[CH:28][CH:27]=[CH:26][N:25]=1.Cl.CN.O[N:37]1C2C=CC=CC=2N=N1.CN1CCOCC1, predict the reaction product. The product is: [N:25]1[CH:26]=[CH:27][CH:28]=[C:29]([C:30]([NH2:37])=[O:32])[CH:24]=1. (3) Given the reactants [Cl:1][C:2]1[CH:7]=[CH:6][C:5]([C:8]2[N:13]=[N:12][C:11]([N:14]([CH3:25])[CH:15]3[CH2:20][C:19]([CH3:22])([CH3:21])[NH:18][C:17]([CH3:24])([CH3:23])[CH2:16]3)=[CH:10][CH:9]=2)=[C:4]([F:26])[CH:3]=1.S([O-])([O-])(=[O:29])=S.[Na+].[Na+].C(=O)([O-])[O-].[K+].[K+].Cl, predict the reaction product. The product is: [Cl:1][C:2]1[CH:3]=[C:4]([F:26])[C:5]([C:8]2[N:13]=[N:12][C:11]([N:14]([CH3:25])[CH:15]3[CH2:16][C:17]([CH3:24])([CH3:23])[NH:18][C:19]([CH3:21])([CH3:22])[CH2:20]3)=[CH:10][CH:9]=2)=[C:6]([OH:29])[CH:7]=1. (4) Given the reactants Cl.[NH2:2]O.C([O-])(=O)C.[Na+].[H][H].F[C:12]1[CH:17]=[CH:16][CH:15]=[CH:14][C:13]=1[N+:18]([O-:20])=[O:19].C(=O)([O-])[O-].[K+].[K+], predict the reaction product. The product is: [N+:18]([C:13]1[CH:14]=[CH:15][CH:16]=[CH:17][C:12]=1[NH2:2])([O-:20])=[O:19].